Task: Predict the product of the given reaction.. Dataset: Forward reaction prediction with 1.9M reactions from USPTO patents (1976-2016) (1) Given the reactants [CH3:1][C:2]1[CH:3]=[CH:4][C:5]([C:12]2[CH:17]=[CH:16][N:15]=[CH:14][CH:13]=2)=[C:6]([CH:11]=1)[C:7]([O:9]C)=[O:8].[ClH:18], predict the reaction product. The product is: [ClH:18].[CH3:1][C:2]1[CH:3]=[CH:4][C:5]([C:12]2[CH:17]=[CH:16][N:15]=[CH:14][CH:13]=2)=[C:6]([CH:11]=1)[C:7]([OH:9])=[O:8]. (2) Given the reactants [C:1]1([S:7]([CH2:10][C:11]2[C:16]([C:17]([O:19]C)=[O:18])=[C:15]([NH:21][CH2:22][CH2:23][NH:24][C:25]([O:27][C:28]([CH3:31])([CH3:30])[CH3:29])=[O:26])[C:14]([C:32]3[CH:36]=[CH:35][O:34][CH:33]=3)=[CH:13][CH:12]=2)(=[O:9])=[O:8])[CH:6]=[CH:5][CH:4]=[CH:3][CH:2]=1.O.[OH-].[Li+], predict the reaction product. The product is: [C:1]1([S:7]([CH2:10][C:11]2[C:16]([C:17]([OH:19])=[O:18])=[C:15]([NH:21][CH2:22][CH2:23][NH:24][C:25]([O:27][C:28]([CH3:30])([CH3:31])[CH3:29])=[O:26])[C:14]([C:32]3[CH:36]=[CH:35][O:34][CH:33]=3)=[CH:13][CH:12]=2)(=[O:9])=[O:8])[CH:2]=[CH:3][CH:4]=[CH:5][CH:6]=1.